From a dataset of Catalyst prediction with 721,799 reactions and 888 catalyst types from USPTO. Predict which catalyst facilitates the given reaction. (1) Reactant: P(Cl)(Cl)([Cl:3])=O.[N+:6]([C:9]1[CH:10]=[N:11][C:12]2[C:17]([C:18]=1O)=[CH:16][CH:15]=[CH:14][CH:13]=2)([O-:8])=[O:7]. Product: [Cl:3][C:18]1[C:17]2[C:12](=[CH:13][CH:14]=[CH:15][CH:16]=2)[N:11]=[CH:10][C:9]=1[N+:6]([O-:8])=[O:7]. The catalyst class is: 3. (2) Reactant: [CH3:1][N:2]1[CH2:7][CH2:6][CH:5]([CH2:8][O:9][C:10]2[CH:11]=[C:12]([CH:15]=[CH:16][CH:17]=2)[C:13]#[N:14])[CH2:4][CH2:3]1. Product: [CH3:1][N:2]1[CH2:3][CH2:4][CH:5]([CH2:8][O:9][C:10]2[CH:11]=[C:12]([CH2:13][NH2:14])[CH:15]=[CH:16][CH:17]=2)[CH2:6][CH2:7]1. The catalyst class is: 181. (3) Reactant: [CH3:1][S-:2].[Na+].Cl[C:5]1[C:14]2[C:9](=[CH:10][CH:11]=[CH:12][C:13]=2[CH3:15])[N:8]=[CH:7][N:6]=1. Product: [CH3:15][C:13]1[CH:12]=[CH:11][CH:10]=[C:9]2[C:14]=1[C:5]([S:2][CH3:1])=[N:6][CH:7]=[N:8]2. The catalyst class is: 1. (4) Reactant: Cl[C:2]1[N:7]=[CH:6][NH:5][C:4]2=[N:8][CH:9]=[CH:10][C:3]=12.[OH-].[NH4+:12]. Product: [NH2:12][C:2]1[N:7]=[CH:6][NH:5][C:4]2=[N:8][CH:9]=[CH:10][C:3]=12. The catalyst class is: 12. (5) Product: [F:24][C:22]1[CH:21]=[C:20]2[C:15]([CH:16]=[CH:17][C:18]([CH3:25])=[N:19]2)=[CH:14][CH:23]=1.[NH:8]1[CH2:9][CH:10]=[C:11]([C:14]2[CH:23]=[CH:22][CH:21]=[C:20]3[C:15]=2[CH:16]=[CH:17][CH:18]=[N:19]3)[CH2:12][CH2:13]1. Reactant: C(OC([N:8]1[CH2:13][CH2:12][CH:11]([C:14]2[CH:23]=[C:22]([F:24])[CH:21]=[C:20]3[C:15]=2[CH:16]=[CH:17][C:18]([CH3:25])=[N:19]3)[CH2:10][CH2:9]1)=O)(C)(C)C.FC(F)(F)C(O)=O.C([O-])(O)=O.[Na+]. The catalyst class is: 2. (6) Reactant: Cl.[NH2:2][C:3]1[CH:8]=[CH:7][C:6]([C:9]2[N:14]3[N:15]=[C:16]([NH:18][C:19]4[CH:24]=[CH:23][CH:22]=[CH:21][CH:20]=4)[N:17]=[C:13]3[CH:12]=[CH:11][CH:10]=2)=[CH:5][C:4]=1[O:25]C.B(Br)(Br)Br. Product: [NH2:2][C:3]1[CH:8]=[CH:7][C:6]([C:9]2[N:14]3[N:15]=[C:16]([NH:18][C:19]4[CH:24]=[CH:23][CH:22]=[CH:21][CH:20]=4)[N:17]=[C:13]3[CH:12]=[CH:11][CH:10]=2)=[CH:5][C:4]=1[OH:25]. The catalyst class is: 4.